Dataset: Forward reaction prediction with 1.9M reactions from USPTO patents (1976-2016). Task: Predict the product of the given reaction. (1) The product is: [Si:24]([O:41][CH2:42][C:43]([F:54])([CH3:53])[CH2:44][NH:14][CH:12]([CH3:13])[CH2:11][C:5]1[C:4]2[C:8](=[CH:9][CH:10]=[C:2]([F:1])[CH:3]=2)[NH:7][CH:6]=1)([C:37]([CH3:39])([CH3:40])[CH3:38])([C:31]1[CH:32]=[CH:33][CH:34]=[CH:35][CH:36]=1)[C:25]1[CH:26]=[CH:27][CH:28]=[CH:29][CH:30]=1. Given the reactants [F:1][C:2]1[CH:3]=[C:4]2[C:8](=[CH:9][CH:10]=1)[NH:7][CH:6]=[C:5]2[CH2:11][CH:12]([NH2:14])[CH3:13].C(N(CC)C(C)C)(C)C.[Si:24]([O:41][CH2:42][C:43]([F:54])([CH3:53])[CH2:44]OS(C(F)(F)F)(=O)=O)([C:37]([CH3:40])([CH3:39])[CH3:38])([C:31]1[CH:36]=[CH:35][CH:34]=[CH:33][CH:32]=1)[C:25]1[CH:30]=[CH:29][CH:28]=[CH:27][CH:26]=1, predict the reaction product. (2) Given the reactants [CH3:1][N:2]1[C:6]([CH:7]=O)=[CH:5][N:4]=[CH:3]1.[NH:9]1[CH:13]=[CH:12][CH:11]=[CH:10]1, predict the reaction product. The product is: [CH3:1][N:2]1[C:6]([C:7]2[C:13]3[NH:9][C:10]([C:7]([C:6]4[N:2]([CH3:1])[CH:3]=[N:4][CH:5]=4)=[C:10]4[N:9]=[C:13]([C:7]([C:6]5[N:2]([CH3:1])[CH:3]=[N:4][CH:5]=5)=[C:10]5[NH:9][C:13](=[C:7]([C:6]6[N:2]([CH3:1])[CH:3]=[N:4][CH:5]=6)[C:10]6[CH:11]=[CH:12][C:13]=2[N:9]=6)[CH:12]=[CH:11]5)[CH:12]=[CH:11]4)=[CH:11][CH:12]=3)=[CH:5][N:4]=[CH:3]1. (3) Given the reactants [F:1][C:2]1[CH:3]=[C:4]([S:9]([NH:12][C@@H:13]([CH2:18][OH:19])[C:14]([O:16][CH3:17])=[O:15])(=[O:11])=[O:10])[CH:5]=[CH:6][C:7]=1[F:8].C([O-])([O-])=O.[K+].[K+].I[CH2:27][CH3:28], predict the reaction product. The product is: [F:1][C:2]1[CH:3]=[C:4]([S:9]([N:12]([CH2:27][CH3:28])[C@@H:13]([CH2:18][OH:19])[C:14]([O:16][CH3:17])=[O:15])(=[O:11])=[O:10])[CH:5]=[CH:6][C:7]=1[F:8].